This data is from Catalyst prediction with 721,799 reactions and 888 catalyst types from USPTO. The task is: Predict which catalyst facilitates the given reaction. (1) Reactant: IC1[CH:3]=[CH:4][C:5]2[NH:11][C:10]3[N:12]=[C:13]([C:16]([F:19])([F:18])[F:17])[CH:14]=[CH:15][C:9]=3[CH2:8][N:7]([S:20]([C:23]3[CH:28]=[CH:27][C:26]([C:29]4([C:32]([F:35])([F:34])[F:33])[CH2:31][CH2:30]4)=[CH:25][CH:24]=3)(=[O:22])=[O:21])[C:6]=2[CH:36]=1.[CH:37]([Mg]Br)(C)C.[CH3:42][C:43]([CH3:45])=[O:44]. Product: [F:18][C:16]([F:17])([F:19])[C:13]1[CH:14]=[CH:15][C:9]2[CH2:8][N:7]([S:20]([C:23]3[CH:24]=[CH:25][C:26]([C:29]4([C:32]([F:35])([F:34])[F:33])[CH2:31][CH2:30]4)=[CH:27][CH:28]=3)(=[O:21])=[O:22])[C:6]3[CH:36]=[C:42]([C:43]([OH:44])([CH3:37])[CH3:45])[CH:3]=[CH:4][C:5]=3[NH:11][C:10]=2[N:12]=1. The catalyst class is: 116. (2) Reactant: [CH3:1][C:2]1[N:3]=[C:4]([CH2:7][C:8]#[N:9])[S:5][CH:6]=1.[CH3:10][N:11]([CH:13](OC)OC)[CH3:12].CO. Product: [CH3:10][N:11]([CH3:12])/[CH:13]=[C:7](/[C:4]1[S:5][CH:6]=[C:2]([CH3:1])[N:3]=1)\[C:8]#[N:9]. The catalyst class is: 451.